From a dataset of Forward reaction prediction with 1.9M reactions from USPTO patents (1976-2016). Predict the product of the given reaction. (1) Given the reactants [Br:1][C:2]1[N:3]=[C:4]([C:9]2[O:10][C:11]([C:14]3[CH:19]=[CH:18][C:17]([CH2:20]Br)=[CH:16][CH:15]=3)=[N:12][N:13]=2)[C:5]([NH2:8])=[N:6][CH:7]=1.C([O-])([O-])=O.[Na+].[Na+].[CH3:28][NH2:29], predict the reaction product. The product is: [Br:1][C:2]1[N:3]=[C:4]([C:9]2[O:10][C:11]([C:14]3[CH:19]=[CH:18][C:17]([CH2:20][NH:29][CH3:28])=[CH:16][CH:15]=3)=[N:12][N:13]=2)[C:5]([NH2:8])=[N:6][CH:7]=1. (2) Given the reactants Cl[C:2]1([C:13]2[CH:18]=[CH:17][CH:16]=[CH:15][C:14]=2[O:19][CH3:20])[C:10]2[C:5](=[CH:6][CH:7]=[C:8]([Cl:11])[CH:9]=2)[NH:4][C:3]1=[O:12].FC(F)(F)C(O)=O.[NH2:28][C@@H:29]([CH2:35][C:36]([NH2:38])=[O:37])[C:30]([N:32]([CH3:34])[CH3:33])=[O:31], predict the reaction product. The product is: [Cl:11][C:8]1[CH:9]=[C:10]2[C:5](=[CH:6][CH:7]=1)[NH:4][C:3](=[O:12])[C:2]2([NH:28][C@@H:29]([CH2:35][C:36]([NH2:38])=[O:37])[C:30]([N:32]([CH3:34])[CH3:33])=[O:31])[C:13]1[CH:18]=[CH:17][CH:16]=[CH:15][C:14]=1[O:19][CH3:20]. (3) Given the reactants [Br:1][C:2]1[CH:7]=[CH:6][C:5](/[CH:8]=[N:9]/[N:10]([CH3:14])[C:11]([NH2:13])=[O:12])=[CH:4][CH:3]=1.BrBr, predict the reaction product. The product is: [Br:1][C:2]1[CH:3]=[CH:4][C:5]([C:8]2[NH:13][C:11](=[O:12])[N:10]([CH3:14])[N:9]=2)=[CH:6][CH:7]=1.